From a dataset of Full USPTO retrosynthesis dataset with 1.9M reactions from patents (1976-2016). Predict the reactants needed to synthesize the given product. (1) Given the product [CH2:26]([N:25]([C:5](=[O:7])[C:4]1[CH:8]=[CH:9][CH:10]=[C:2]([Cl:1])[C:3]=1[CH3:11])[CH:22]1[CH2:21][CH2:20][N:19]([C:17]([O:16][C:12]([CH3:13])([CH3:15])[CH3:14])=[O:18])[CH2:24][CH2:23]1)[CH2:27][CH2:28][CH3:29], predict the reactants needed to synthesize it. The reactants are: [Cl:1][C:2]1[C:3]([CH3:11])=[C:4]([CH:8]=[CH:9][CH:10]=1)[C:5]([OH:7])=O.[C:12]([O:16][C:17]([N:19]1[CH2:24][CH2:23][CH:22]([NH:25][CH2:26][CH2:27][CH2:28][CH3:29])[CH2:21][CH2:20]1)=[O:18])([CH3:15])([CH3:14])[CH3:13].O.ON1C2C=CC=CC=2N=N1.Cl.CN(C)CCCN=C=NCC.C(N(CC)CC)C. (2) Given the product [CH3:1][C:2]1[O:3][C:4]2[C:13]3[C:12](=[CH:14][CH2:15][NH2:16])[CH2:11][CH2:10][C:9]=3[CH:8]=[CH:7][C:5]=2[N:6]=1, predict the reactants needed to synthesize it. The reactants are: [CH3:1][C:2]1[O:3][C:4]2[C:13]3[C:12](=[CH:14][C:15]#[N:16])[CH2:11][CH2:10][C:9]=3[CH:8]=[CH:7][C:5]=2[N:6]=1.N.C(O)C. (3) Given the product [CH2:1]([O:8][CH2:9][N:10]1[C:14]2[CH:15]=[C:16]([C:29]([N:34]([CH3:35])[CH3:33])=[O:30])[CH:17]=[C:18]([NH:19][CH2:20][C:21]3[C:22]([CH3:28])=[CH:23][CH:24]=[CH:25][C:26]=3[CH3:27])[C:13]=2[N:12]=[C:11]1[CH3:32])[C:2]1[CH:7]=[CH:6][CH:5]=[CH:4][CH:3]=1, predict the reactants needed to synthesize it. The reactants are: [CH2:1]([O:8][CH2:9][N:10]1[C:14]2[CH:15]=[C:16]([C:29](O)=[O:30])[CH:17]=[C:18]([NH:19][CH2:20][C:21]3[C:26]([CH3:27])=[CH:25][CH:24]=[CH:23][C:22]=3[CH3:28])[C:13]=2[N:12]=[C:11]1[CH3:32])[C:2]1[CH:7]=[CH:6][CH:5]=[CH:4][CH:3]=1.[CH3:33][NH:34][CH3:35].[Cl-].[NH4+]. (4) Given the product [C:1]([O:5][CH:6]([C:11]1[C:12]([C:21]2[CH:22]=[C:23]3[C:28](=[CH:29][CH:30]=2)[O:27][CH2:26][CH2:25][CH2:24]3)=[C:13]2[CH:20]=[CH:19][N:18]([CH2:35][C:34]3[CH:37]=[CH:38][C:39]([CH3:40])=[C:32]([F:31])[CH:33]=3)[C:14]2=[N:15][C:16]=1[CH3:17])[C:7]([OH:9])=[O:8])([CH3:2])([CH3:3])[CH3:4], predict the reactants needed to synthesize it. The reactants are: [C:1]([O:5][CH:6]([C:11]1[C:12]([C:21]2[CH:22]=[C:23]3[C:28](=[CH:29][CH:30]=2)[O:27][CH2:26][CH2:25][CH2:24]3)=[C:13]2[CH:20]=[CH:19][NH:18][C:14]2=[N:15][C:16]=1[CH3:17])[C:7]([O:9]C)=[O:8])([CH3:4])([CH3:3])[CH3:2].[F:31][C:32]1[CH:33]=[C:34]([CH:37]=[CH:38][C:39]=1[CH3:40])[CH2:35]Br.